From a dataset of Full USPTO retrosynthesis dataset with 1.9M reactions from patents (1976-2016). Predict the reactants needed to synthesize the given product. Given the product [N:50]1[CH:55]=[CH:54][C:53]([NH:56][C:23]([C:18]2[C:19](=[O:22])[O:20][C:21]3[C:16]([CH:17]=2)=[CH:15][CH:14]=[CH:13][C:12]=3[O:11][CH3:10])=[O:25])=[N:52][CH:51]=1, predict the reactants needed to synthesize it. The reactants are: CCN(C(C)C)C(C)C.[CH3:10][O:11][C:12]1[CH:13]=[CH:14][CH:15]=[C:16]2[C:21]=1[O:20][C:19](=[O:22])[C:18]([C:23]([OH:25])=O)=[CH:17]2.CN(C(ON1N=NC2C=CC=NC1=2)=[N+](C)C)C.F[P-](F)(F)(F)(F)F.[N:50]1[CH:55]=[CH:54][C:53]([NH2:56])=[N:52][CH:51]=1.